This data is from Peptide-MHC class II binding affinity with 134,281 pairs from IEDB. The task is: Regression. Given a peptide amino acid sequence and an MHC pseudo amino acid sequence, predict their binding affinity value. This is MHC class II binding data. (1) The peptide sequence is EKKYFAATQGEPLAA. The MHC is HLA-DQA10501-DQB10301 with pseudo-sequence HLA-DQA10501-DQB10301. The binding affinity (normalized) is 0.349. (2) The peptide sequence is ENVKMEDVGYPIIID. The MHC is DRB1_1101 with pseudo-sequence DRB1_1101. The binding affinity (normalized) is 0.0268. (3) The peptide sequence is ASMFIFDRSFTITIA. The MHC is HLA-DQA10501-DQB10301 with pseudo-sequence HLA-DQA10501-DQB10301. The binding affinity (normalized) is 0. (4) The peptide sequence is MEADVILPIGTRSVE. The binding affinity (normalized) is 0.756. The MHC is DRB1_0404 with pseudo-sequence DRB1_0404. (5) The peptide sequence is GINTIPIAINEAEYV. The MHC is DRB1_0701 with pseudo-sequence DRB1_0701. The binding affinity (normalized) is 0.509. (6) The peptide sequence is SQDLELSWGLNGLQAY. The MHC is HLA-DQA10301-DQB10302 with pseudo-sequence HLA-DQA10301-DQB10302. The binding affinity (normalized) is 0.513. (7) The peptide sequence is AEVRSYCYLATVSDL. The MHC is DRB1_0101 with pseudo-sequence DRB1_0101. The binding affinity (normalized) is 0.728. (8) The peptide sequence is QNRMKLADCAVGFGS. The MHC is DRB1_0901 with pseudo-sequence DRB1_0901. The binding affinity (normalized) is 0.392. (9) The peptide sequence is NFRFLTEKGMKNVFD. The MHC is DRB1_1302 with pseudo-sequence DRB1_1302. The binding affinity (normalized) is 0. (10) The peptide sequence is AFQGLFGGLNWITKV. The MHC is DRB1_1501 with pseudo-sequence DRB1_1501. The binding affinity (normalized) is 0.175.